This data is from Reaction yield outcomes from USPTO patents with 853,638 reactions. The task is: Predict the reaction yield, written as a fraction of the theoretical maximum amount of product (1.0 means a 100% yield; for example, 0.34 means a 34% yield). The reactants are Cl.Cl.Cl.[O:4]1[C:8]2=[C:9]([N:13]3[CH2:18][CH2:17][N:16]([CH2:19][CH2:20][C@H:21]4[CH2:26][CH2:25][C@H:24]([NH2:27])[CH2:23][CH2:22]4)[CH2:15][CH2:14]3)[N:10]=[CH:11][CH:12]=[C:7]2[CH2:6][CH2:5]1.C(N(CC)C(C)C)(C)C.[C:37](O)(=[O:39])[CH3:38].CN(C(ON1N=NC2C=CC=CC1=2)=[N+](C)C)C.[B-](F)(F)(F)F.[OH-].[Na+]. The catalyst is CN(C=O)C. The product is [O:4]1[C:8]2=[C:9]([N:13]3[CH2:18][CH2:17][N:16]([CH2:19][CH2:20][C@H:21]4[CH2:26][CH2:25][C@H:24]([NH:27][C:37](=[O:39])[CH3:38])[CH2:23][CH2:22]4)[CH2:15][CH2:14]3)[N:10]=[CH:11][CH:12]=[C:7]2[CH2:6][CH2:5]1. The yield is 0.850.